This data is from Reaction yield outcomes from USPTO patents with 853,638 reactions. The task is: Predict the reaction yield, written as a fraction of the theoretical maximum amount of product (1.0 means a 100% yield; for example, 0.34 means a 34% yield). (1) The reactants are [CH2:1]([N:3]1[CH2:8][CH2:7][N:6]2[N:9]=[C:10]([NH:12][C:13]3[C:14](=[O:29])[N:15]([CH3:28])[CH:16]=[C:17](B4OC(C)(C)C(C)(C)O4)[CH:18]=3)[CH:11]=[C:5]2[CH2:4]1)[CH3:2].Cl[C:31]1[C:36]([CH:37]=[O:38])=[C:35]([N:39]2[CH2:51][CH2:50][C:49]3[N:48]4[C:43]([CH2:44][CH2:45][CH2:46][CH2:47]4)=[CH:42][C:41]=3[C:40]2=[O:52])[N:34]=[CH:33][CH:32]=1.[O-]P([O-])([O-])=O.[K+].[K+].[K+].C([O-])(=O)C.[Na+]. The catalyst is C1C=CC(P(C2C=CC=CC=2)[C-]2C=CC=C2)=CC=1.C1C=CC(P(C2C=CC=CC=2)[C-]2C=CC=C2)=CC=1.Cl[Pd]Cl.[Fe+2].O.C(#N)C. The product is [CH2:1]([N:3]1[CH2:8][CH2:7][N:6]2[N:9]=[C:10]([NH:12][C:13]3[C:14](=[O:29])[N:15]([CH3:28])[CH:16]=[C:17]([C:31]4[C:36]([CH:37]=[O:38])=[C:35]([N:39]5[CH2:51][CH2:50][C:49]6[N:48]7[C:43]([CH2:44][CH2:45][CH2:46][CH2:47]7)=[CH:42][C:41]=6[C:40]5=[O:52])[N:34]=[CH:33][CH:32]=4)[CH:18]=3)[CH:11]=[C:5]2[CH2:4]1)[CH3:2]. The yield is 0.560. (2) The reactants are [C:1]([O:4][C:5]1[C:10](I)=[CH:9][C:8]([Br:12])=[C:7]([Cl:13])[N:6]=1)(=[O:3])[CH3:2].[C:14]([C:16]1[CH:21]=[CH:20][C:19]([F:22])=[CH:18][CH:17]=1)#[CH:15]. The catalyst is C1COCC1.[Cu]I. The product is [C:1]([O:4][C:5]1[C:10]([C:15]#[C:14][C:16]2[CH:21]=[CH:20][C:19]([F:22])=[CH:18][CH:17]=2)=[CH:9][C:8]([Br:12])=[C:7]([Cl:13])[N:6]=1)(=[O:3])[CH3:2]. The yield is 0.820. (3) The reactants are FC1C=C(F)C=CC=1CCNC(C1C(=O)C(O)=C2C(=O)N3C[C@@H]4C(C)CCCN4[C@@H]3CN2C=1)=O.[F:35][C:36]1[CH:41]=[C:40]([F:42])[CH:39]=[CH:38][C:37]=1[CH2:43][NH:44][C:45]([C:47]1[C:48](=[O:73])[C:49]([O:65]CC2C=CC=CC=2)=[C:50]2[C:55](=[O:56])[N:54]3[CH2:57][C@@H:58]4[CH2:63][CH2:62][CH2:61][CH2:60][N:59]4[C@@H:53]3[CH2:52][N:51]2[CH:64]=1)=[O:46]. The catalyst is [Pd]. The product is [F:35][C:36]1[CH:41]=[C:40]([F:42])[CH:39]=[CH:38][C:37]=1[CH2:43][NH:44][C:45]([C:47]1[C:48](=[O:73])[C:49]([OH:65])=[C:50]2[C:55](=[O:56])[N:54]3[CH2:57][C@@H:58]4[CH2:63][CH2:62][CH2:61][CH2:60][N:59]4[C@@H:53]3[CH2:52][N:51]2[CH:64]=1)=[O:46]. The yield is 0.870. (4) The reactants are [Cl:1][C:2]1[O:6][C:5]([C:7]([NH:9][C@@H:10]([CH2:23][C:24]2[CH:29]=[CH:28][CH:27]=[CH:26][C:25]=2[C:30]([F:33])([F:32])[F:31])[CH2:11][N:12]2C(=O)C3C(=CC=CC=3)C2=O)=[O:8])=[CH:4][C:3]=1[C:34]1[N:38]([CH3:39])[N:37]=[CH:36][CH:35]=1.NN. The catalyst is O1CCCC1.CO. The product is [NH2:12][CH2:11][C@@H:10]([NH:9][C:7]([C:5]1[O:6][C:2]([Cl:1])=[C:3]([C:34]2[N:38]([CH3:39])[N:37]=[CH:36][CH:35]=2)[CH:4]=1)=[O:8])[CH2:23][C:24]1[CH:29]=[CH:28][CH:27]=[CH:26][C:25]=1[C:30]([F:33])([F:32])[F:31]. The yield is 0.660. (5) The catalyst is CN(C=O)C. The product is [Cl:1][C:2]1[N:7]=[C:6]([C:8]2[S:12][C:11]([CH:13]([CH3:15])[CH3:14])=[N:10][C:9]=2[C:16]2[CH:17]=[CH:18][C:19]([F:23])=[C:20]([NH:22][S:36]([C:34]3[N:33]=[CH:32][N:31]([CH3:30])[CH:35]=3)(=[O:38])=[O:37])[CH:21]=2)[CH:5]=[CH:4][N:3]=1. The yield is 0.660. The reactants are [Cl:1][C:2]1[N:7]=[C:6]([C:8]2[S:12][C:11]([CH:13]([CH3:15])[CH3:14])=[N:10][C:9]=2[C:16]2[CH:17]=[CH:18][C:19]([F:23])=[C:20]([NH2:22])[CH:21]=2)[CH:5]=[CH:4][N:3]=1.N1C=CC=CC=1.[CH3:30][N:31]1[CH:35]=[C:34]([S:36](Cl)(=[O:38])=[O:37])[N:33]=[CH:32]1. (6) The reactants are [CH:1]1([N:5]2[CH2:10][CH2:9][CH:8]([O:11][C:12]3[C:17]([F:18])=[CH:16][C:15]([C:19]4[CH2:20][CH2:21][C:22](=[O:25])[NH:23][N:24]=4)=[CH:14][C:13]=3[F:26])[CH2:7][CH2:6]2)[CH2:4][CH2:3][CH2:2]1.C(=O)([O-])[O-].[Cs+].[Cs+]. The catalyst is CS(C)=O. The product is [CH:1]1([N:5]2[CH2:10][CH2:9][CH:8]([O:11][C:12]3[C:17]([F:18])=[CH:16][C:15]([C:19]4[CH:20]=[CH:21][C:22](=[O:25])[NH:23][N:24]=4)=[CH:14][C:13]=3[F:26])[CH2:7][CH2:6]2)[CH2:2][CH2:3][CH2:4]1. The yield is 0.290.